This data is from Reaction yield outcomes from USPTO patents with 853,638 reactions. The task is: Predict the reaction yield, written as a fraction of the theoretical maximum amount of product (1.0 means a 100% yield; for example, 0.34 means a 34% yield). (1) The reactants are [Cl:1][C:2]1[CH:7]=[CH:6][C:5]([C:8]2[CH:13]=[C:12]([CH:14]3[CH2:16][CH2:15]3)[N:11]3[N:17]=[CH:18][C:19](I)=[C:10]3[N:9]=2)=[CH:4][CH:3]=1.C[Si]([C:25]#[CH:26])(C)C.CCN(CC)CC.C(=O)([O-])[O-].[K+].[K+]. The catalyst is CN(C)C=O.C1COCC1.CO. The product is [Cl:1][C:2]1[CH:7]=[CH:6][C:5]([C:8]2[CH:13]=[C:12]([CH:14]3[CH2:16][CH2:15]3)[N:11]3[N:17]=[CH:18][C:19]([C:25]#[CH:26])=[C:10]3[N:9]=2)=[CH:4][CH:3]=1. The yield is 0.400. (2) The reactants are [NH2:1][C:2]1[CH:3]=[C:4]([CH:21]=[CH:22][CH:23]=1)[O:5][C:6]1[CH:18]=[CH:17][C:9]2[N:10]=[C:11]([NH:13][C:14](=[O:16])[CH3:15])[S:12][C:8]=2[C:7]=1[C:19]#[N:20].[N:24]([C:27]1[CH:32]=[CH:31][CH:30]=[C:29]([C:33]([F:36])([F:35])[F:34])[CH:28]=1)=[C:25]=[O:26]. The catalyst is CN(C)C=O.C(OCC)(=O)C. The product is [C:19]([C:7]1[C:8]2[S:12][C:11]([NH:13][C:14](=[O:16])[CH3:15])=[N:10][C:9]=2[CH:17]=[CH:18][C:6]=1[O:5][C:4]1[CH:21]=[CH:22][CH:23]=[C:2]([NH:1][C:25](=[O:26])[NH:24][C:27]2[CH:32]=[CH:31][CH:30]=[C:29]([C:33]([F:34])([F:36])[F:35])[CH:28]=2)[CH:3]=1)#[N:20]. The yield is 0.560. (3) The reactants are [CH3:1][O:2][C:3]1([C:8]([OH:10])=O)[CH2:7][CH2:6][CH2:5][CH2:4]1.C1N=C[N:13](C(N2C=NC=C2)=O)C=1.[NH4+].[OH-].O. The catalyst is CCOC(C)=O. The product is [CH3:1][O:2][C:3]1([C:8]([NH2:13])=[O:10])[CH2:7][CH2:6][CH2:5][CH2:4]1. The yield is 1.01. (4) The reactants are [N:1](/[C:4](=[CH:10]/[CH:11]=[CH:12]/[C:13]1[C:18]([O:19][CH3:20])=[CH:17][CH:16]=[CH:15][C:14]=1[O:21][CH3:22])/[C:5]([O:7][CH2:8][CH3:9])=[O:6])=[N+]=[N-].[C:23]1([P:29]([C:36]2[CH:41]=[CH:40][CH:39]=[CH:38][CH:37]=2)[C:30]2[CH:35]=[CH:34][CH:33]=[CH:32][CH:31]=2)[CH:28]=[CH:27][CH:26]=[CH:25][CH:24]=1. The catalyst is C(Cl)Cl. The product is [CH3:22][O:21][C:14]1[CH:15]=[CH:16][CH:17]=[C:18]([O:19][CH3:20])[C:13]=1/[CH:12]=[CH:11]/[CH:10]=[C:4](/[N:1]=[P:29]([C:30]1[CH:31]=[CH:32][CH:33]=[CH:34][CH:35]=1)([C:36]1[CH:41]=[CH:40][CH:39]=[CH:38][CH:37]=1)[C:23]1[CH:24]=[CH:25][CH:26]=[CH:27][CH:28]=1)\[C:5]([O:7][CH2:8][CH3:9])=[O:6]. The yield is 0.910. (5) The reactants are [Cl:1][C:2]1[C:7]([CH:8]=O)=[C:6]([NH:10][C:11]2[C:16]([F:17])=[CH:15][CH:14]=[CH:13][C:12]=2[F:18])[N:5]=[C:4]([S:19][CH3:20])[N:3]=1.[CH3:21][C:22](OC(C)=O)=[O:23]. The catalyst is CN(C=O)C. The product is [Cl:1][C:2]1[C:7]2[CH:8]=[CH:21][C:22](=[O:23])[N:10]([C:11]3[C:16]([F:17])=[CH:15][CH:14]=[CH:13][C:12]=3[F:18])[C:6]=2[N:5]=[C:4]([S:19][CH3:20])[N:3]=1. The yield is 0.500. (6) The reactants are BrC1C=CC(O)=C(C2C=[CH:16][C:15]3[C:10](=[CH:11][CH:12]=[C:13]([C:18]4[N:22]([CH:23]5[CH2:28][CH2:27][CH2:26][CH2:25][CH2:24]5)[C:21]5[CH:29]=[CH:30][C:31]([C:33]([OH:35])=[O:34])=[CH:32][C:20]=5[N:19]=4)[CH:14]=3)[N:9]=2)C=1.[CH:37]1([C:43]2[CH:48]=[CH:47][C:46]([O:49][CH3:50])=[CH:45][C:44]=2[C:51](=O)[CH3:52])[CH2:42][CH2:41][CH2:40][CH2:39][CH2:38]1.[OH-].[K+]. The catalyst is C(O)C. The product is [CH:23]1([N:22]2[C:21]3[CH:29]=[CH:30][C:31]([C:33]([OH:35])=[O:34])=[CH:32][C:20]=3[N:19]=[C:18]2[C:13]2[CH:14]=[C:15]3[C:10](=[CH:11][CH:12]=2)[N:9]=[C:51]([C:44]2[CH:45]=[C:46]([O:49][CH3:50])[CH:47]=[CH:48][C:43]=2[CH:37]2[CH2:42][CH2:41][CH2:40][CH2:39][CH2:38]2)[CH:52]=[CH:16]3)[CH2:24][CH2:25][CH2:26][CH2:27][CH2:28]1. The yield is 0.210. (7) The product is [CH3:11][O:12][C:7](=[O:9])[CH2:8][C:2]([CH3:10])([CH3:1])[CH2:3][C:4]([OH:6])=[O:5]. The reactants are [CH3:1][C:2]1([CH3:10])[CH2:8][C:7](=[O:9])[O:6][C:4](=[O:5])[CH2:3]1.[CH3:11][O-:12].[Na+].C(OCC)C.Cl. The catalyst is CO. The yield is 0.680. (8) The reactants are C([O:3][C:4]([C:6]1[C:10]([CH3:11])=[C:9]([C:12]2[CH:17]=[CH:16][CH:15]=[CH:14][CH:13]=2)[S:8][C:7]=1[NH2:18])=O)C.[CH3:19][S:20][C:21]#[N:22].Cl. No catalyst specified. The product is [CH3:11][C:10]1[C:6]2[C:4](=[O:3])[NH:22][C:21]([S:20][CH3:19])=[N:18][C:7]=2[S:8][C:9]=1[C:12]1[CH:17]=[CH:16][CH:15]=[CH:14][CH:13]=1. The yield is 0.700.